Dataset: Catalyst prediction with 721,799 reactions and 888 catalyst types from USPTO. Task: Predict which catalyst facilitates the given reaction. (1) Reactant: [Br:1][C:2]1[CH:11]=[CH:10][CH:9]=[C:8]2[C:3]=1[CH:4]=[CH:5][C:6]([O:48][CH3:49])=[C:7]2[CH2:12][N:13]1[C:19](=[O:20])[C@@H:18]([NH:21][C:22](=[O:34])[C@@H:23]([N:25](C)[C:26](=O)OC(C)(C)C)[CH3:24])[C@H:17]([CH3:35])[N:16]([C:36]([CH:38]2[CH2:43][CH2:42][O:41][CH2:40][CH2:39]2)=[O:37])[C:15]2[CH:44]=[CH:45][CH:46]=[CH:47][C:14]1=2.[ClH:50]. Product: [ClH:50].[Br:1][C:2]1[CH:11]=[CH:10][CH:9]=[C:8]2[C:3]=1[CH:4]=[CH:5][C:6]([O:48][CH3:49])=[C:7]2[CH2:12][N:13]1[C:19](=[O:20])[C@@H:18]([NH:21][C:22](=[O:34])[C@@H:23]([NH:25][CH3:26])[CH3:24])[C@H:17]([CH3:35])[N:16]([C:36]([CH:38]2[CH2:43][CH2:42][O:41][CH2:40][CH2:39]2)=[O:37])[C:15]2[CH:44]=[CH:45][CH:46]=[CH:47][C:14]1=2. The catalyst class is: 459. (2) Product: [Cl:3][C:6]1[C:11]([N:12]2[CH:16]=[CH:15][CH:14]=[N:13]2)=[CH:10][C:9]([N+:17]([O-:19])=[O:18])=[CH:8][N:7]=1. The catalyst class is: 3. Reactant: S(Cl)([Cl:3])=O.O[C:6]1[C:11]([N:12]2[CH:16]=[CH:15][CH:14]=[N:13]2)=[CH:10][C:9]([N+:17]([O-:19])=[O:18])=[CH:8][N:7]=1. (3) Reactant: [C:1]([O:5][C:6]([N:8]([CH2:26][C:27]([O:29][C:30]([CH3:33])([CH3:32])[CH3:31])=[O:28])[C:9]1[CH:14]=[CH:13][CH:12]=[C:11]([CH2:15][NH:16][S:17]([C:20]2[CH:25]=[CH:24][CH:23]=[CH:22][N:21]=2)(=[O:19])=[O:18])[N:10]=1)=[O:7])([CH3:4])([CH3:3])[CH3:2].[CH2:34]([O:41][CH2:42][C:43]1([C:46]2[CH:53]=[CH:52][C:49]([CH2:50]O)=[CH:48][CH:47]=2)[CH2:45][CH2:44]1)[C:35]1[CH:40]=[CH:39][CH:38]=[CH:37][CH:36]=1.C(P(CCCC)CCCC)CCC.CN(C)C(N=NC(N(C)C)=O)=O. Product: [CH2:34]([O:41][CH2:42][C:43]1([C:46]2[CH:47]=[CH:48][C:49]([CH2:50][CH:15]([NH:16][S:17]([C:20]3[CH:25]=[CH:24][CH:23]=[CH:22][N:21]=3)(=[O:19])=[O:18])[C:11]3[N:10]=[C:9]([N:8]([CH2:26][C:27]([O:29][C:30]([CH3:33])([CH3:32])[CH3:31])=[O:28])[C:6]([O:5][C:1]([CH3:4])([CH3:3])[CH3:2])=[O:7])[CH:14]=[CH:13][CH:12]=3)=[CH:52][CH:53]=2)[CH2:44][CH2:45]1)[C:35]1[CH:36]=[CH:37][CH:38]=[CH:39][CH:40]=1. The catalyst class is: 132.